This data is from NCI-60 drug combinations with 297,098 pairs across 59 cell lines. The task is: Regression. Given two drug SMILES strings and cell line genomic features, predict the synergy score measuring deviation from expected non-interaction effect. (1) Drug 1: CN1CCC(CC1)COC2=C(C=C3C(=C2)N=CN=C3NC4=C(C=C(C=C4)Br)F)OC. Drug 2: C1=NC2=C(N=C(N=C2N1C3C(C(C(O3)CO)O)F)Cl)N. Cell line: SW-620. Synergy scores: CSS=15.3, Synergy_ZIP=2.86, Synergy_Bliss=3.29, Synergy_Loewe=-4.19, Synergy_HSA=2.47. (2) Drug 1: C1=CC(=CC=C1CC(C(=O)O)N)N(CCCl)CCCl.Cl. Drug 2: C1CC(=O)NC(=O)C1N2C(=O)C3=CC=CC=C3C2=O. Cell line: OVCAR-4. Synergy scores: CSS=-1.81, Synergy_ZIP=1.98, Synergy_Bliss=2.04, Synergy_Loewe=-1.78, Synergy_HSA=-1.78. (3) Drug 1: C1CC(=O)NC(=O)C1N2CC3=C(C2=O)C=CC=C3N. Drug 2: C(CN)CNCCSP(=O)(O)O. Cell line: MCF7. Synergy scores: CSS=-6.33, Synergy_ZIP=1.03, Synergy_Bliss=-4.32, Synergy_Loewe=-6.27, Synergy_HSA=-7.78. (4) Drug 1: C1=CN(C=N1)CC(O)(P(=O)(O)O)P(=O)(O)O. Drug 2: COCCOC1=C(C=C2C(=C1)C(=NC=N2)NC3=CC=CC(=C3)C#C)OCCOC.Cl. Cell line: RPMI-8226. Synergy scores: CSS=-8.15, Synergy_ZIP=3.79, Synergy_Bliss=2.96, Synergy_Loewe=-6.44, Synergy_HSA=-5.64. (5) Drug 1: COC1=CC(=CC(=C1O)OC)C2C3C(COC3=O)C(C4=CC5=C(C=C24)OCO5)OC6C(C(C7C(O6)COC(O7)C8=CC=CS8)O)O. Drug 2: C1=C(C(=O)NC(=O)N1)F. Cell line: SF-268. Synergy scores: CSS=45.4, Synergy_ZIP=5.89, Synergy_Bliss=5.60, Synergy_Loewe=7.60, Synergy_HSA=9.84. (6) Drug 1: C1CC(=O)NC(=O)C1N2CC3=C(C2=O)C=CC=C3N. Drug 2: N.N.Cl[Pt+2]Cl. Cell line: NCIH23. Synergy scores: CSS=4.12, Synergy_ZIP=4.14, Synergy_Bliss=0.725, Synergy_Loewe=1.66, Synergy_HSA=0.494. (7) Drug 1: COC1=C(C=C2C(=C1)N=CN=C2NC3=CC(=C(C=C3)F)Cl)OCCCN4CCOCC4. Drug 2: COC1=NC(=NC2=C1N=CN2C3C(C(C(O3)CO)O)O)N. Cell line: COLO 205. Synergy scores: CSS=17.4, Synergy_ZIP=0.738, Synergy_Bliss=13.0, Synergy_Loewe=7.21, Synergy_HSA=8.66. (8) Drug 1: COC1=NC(=NC2=C1N=CN2C3C(C(C(O3)CO)O)O)N. Drug 2: C(CC(=O)O)C(=O)CN.Cl. Cell line: NCI-H522. Synergy scores: CSS=11.6, Synergy_ZIP=-4.19, Synergy_Bliss=-3.22, Synergy_Loewe=-6.51, Synergy_HSA=-2.05.